From a dataset of Forward reaction prediction with 1.9M reactions from USPTO patents (1976-2016). Predict the product of the given reaction. (1) Given the reactants [CH:1]1([C:4]2[N:8]=[C:7]([C:9]3[C:10]4[CH2:18][CH2:17][CH:16]([C:19]([F:22])([F:21])[F:20])[CH2:15][C:11]=4[S:12][C:13]=3[NH2:14])[O:6][N:5]=2)[CH2:3][CH2:2]1.[C:23]12[C:31](=[O:32])[O:30][C:28](=[O:29])[C:24]=1[CH2:25][CH2:26][CH2:27]2, predict the reaction product. The product is: [CH:1]1([C:4]2[N:8]=[C:7]([C:9]3[C:10]4[CH2:18][CH2:17][CH:16]([C:19]([F:21])([F:20])[F:22])[CH2:15][C:11]=4[S:12][C:13]=3[NH:14][C:31]([C:23]3[CH2:27][CH2:26][CH2:25][C:24]=3[C:28]([OH:30])=[O:29])=[O:32])[O:6][N:5]=2)[CH2:2][CH2:3]1. (2) Given the reactants [S:1]1[CH:5]=[CH:4][C:3]([CH2:6][C:7](=[O:12])[CH2:8][CH2:9][CH2:10][CH3:11])=[CH:2]1.N1CCCC[CH2:14]1.C=O, predict the reaction product. The product is: [S:1]1[CH:5]=[CH:4][C:3]([C:6]([C:7](=[O:12])[CH2:8][CH2:9][CH2:10][CH3:11])=[CH2:14])=[CH:2]1. (3) Given the reactants [CH2:1]([O:3][C:4]([C:6]1[NH:7][C:8]2[C:13]([C:14]=1[Br:15])=[CH:12][C:11]([C:16]1[CH:21]=[CH:20][C:19]([O:22][CH:23]([CH3:25])[CH3:24])=[CH:18][CH:17]=1)=[CH:10][CH:9]=2)=[O:5])[CH3:2].CCN(CC)CC.N1C=CC=CC=1.[CH:39]([O:42][C:43]1[CH:48]=[CH:47][C:46](B(O)O)=[CH:45][CH:44]=1)([CH3:41])[CH3:40], predict the reaction product. The product is: [CH2:1]([O:3][C:4]([C:6]1[N:7]([C:46]2[CH:47]=[CH:48][C:43]([O:42][CH:39]([CH3:41])[CH3:40])=[CH:44][CH:45]=2)[C:8]2[C:13]([C:14]=1[Br:15])=[CH:12][C:11]([C:16]1[CH:21]=[CH:20][C:19]([O:22][CH:23]([CH3:24])[CH3:25])=[CH:18][CH:17]=1)=[CH:10][CH:9]=2)=[O:5])[CH3:2]. (4) Given the reactants [C:1]([C:3]1[CH:4]=[C:5]([CH:10]=[CH:11][C:12]=1OS(C(F)(F)F)(=O)=O)[C:6]([O:8][CH3:9])=[O:7])#[N:2].[Br-].[CH:22]1([Zn+])[CH2:27][CH2:26][CH2:25][CH2:24][CH2:23]1, predict the reaction product. The product is: [C:1]([C:3]1[CH:4]=[C:5]([CH:10]=[CH:11][C:12]=1[CH:22]1[CH2:27][CH2:26][CH2:25][CH2:24][CH2:23]1)[C:6]([O:8][CH3:9])=[O:7])#[N:2]. (5) Given the reactants CC([N:5]([C@H:9]([CH3:28])[C:10]([NH:12][C:13]1[CH:14]=[N:15][C:16]([O:19][C:20]2[CH:25]=[CH:24][CH:23]=[C:22]([CH3:26])[C:21]=2[CH3:27])=[CH:17][CH:18]=1)=[O:11])C(=O)[O-])(C)C.C(O)(C(F)(F)F)=O, predict the reaction product. The product is: [CH3:27][C:21]1[C:22]([CH3:26])=[CH:23][CH:24]=[CH:25][C:20]=1[O:19][C:16]1[N:15]=[CH:14][C:13]([NH:12][C:10](=[O:11])[C@@H:9]([CH3:28])[NH2:5])=[CH:18][CH:17]=1. (6) Given the reactants [Cl:1][C:2]1[CH:3]=[C:4]2[C:9](=[CH:10][CH:11]=1)[N:8]=[C:7]([NH:12][C:13](=[O:17])OCC)[C:6]([O:18][CH3:19])=[N:5]2.[CH3:20][O:21][C:22]1[CH:23]=[C:24]([N:28]2[CH2:33][CH2:32][NH:31][CH2:30][CH2:29]2)[CH:25]=[CH:26][CH:27]=1, predict the reaction product. The product is: [Cl:1][C:2]1[CH:3]=[C:4]2[C:9](=[CH:10][CH:11]=1)[N:8]=[C:7]([NH:12][C:13]([N:31]1[CH2:30][CH2:29][N:28]([C:24]3[CH:25]=[CH:26][CH:27]=[C:22]([O:21][CH3:20])[CH:23]=3)[CH2:33][CH2:32]1)=[O:17])[C:6]([O:18][CH3:19])=[N:5]2. (7) Given the reactants [C-:1]#[N:2].[Na+].Br[CH2:5][C:6]1[CH:7]=[C:8]([CH:13]=[CH:14][CH:15]=1)[C:9]([O:11][CH3:12])=[O:10].C(OCC)(=O)C.O, predict the reaction product. The product is: [C:1]([CH2:5][C:6]1[CH:7]=[C:8]([CH:13]=[CH:14][CH:15]=1)[C:9]([O:11][CH3:12])=[O:10])#[N:2]. (8) Given the reactants [Br:1][C:2]1[N:3]=[C:4]([C:25]2[N:26]([CH3:30])[N:27]=[CH:28][N:29]=2)[S:5][C:6]=1[C:7]1[C:8]([CH3:24])=[N:9][N:10]2[C:15]([CH:16]([CH2:20][CH2:21][CH3:22])[CH2:17][CH2:18][CH3:19])=[CH:14][C:13]([CH3:23])=[N:12][C:11]=12.[ClH:31].C(OCC)C, predict the reaction product. The product is: [ClH:31].[Br:1][C:2]1[N:3]=[C:4]([C:25]2[N:26]([CH3:30])[N:27]=[CH:28][N:29]=2)[S:5][C:6]=1[C:7]1[C:8]([CH3:24])=[N:9][N:10]2[C:15]([CH:16]([CH2:20][CH2:21][CH3:22])[CH2:17][CH2:18][CH3:19])=[CH:14][C:13]([CH3:23])=[N:12][C:11]=12. (9) Given the reactants [F:1][C:2]1[CH:7]=[C:6]([O:8][C:9]2[C:10]3[N:17]([CH3:18])[CH:16]=[CH:15][C:11]=3[N:12]=[CH:13][N:14]=2)[CH:5]=[CH:4][C:3]=1[NH:19][C:20]([NH:22][C:23]1[CH:28]=[CH:27][CH:26]=[C:25]([C:29]([F:32])([F:31])[F:30])[CH:24]=1)=[O:21].C(OCC)(=O)C.[ClH:39], predict the reaction product. The product is: [ClH:39].[F:1][C:2]1[CH:7]=[C:6]([O:8][C:9]2[C:10]3[N:17]([CH3:18])[CH:16]=[CH:15][C:11]=3[N:12]=[CH:13][N:14]=2)[CH:5]=[CH:4][C:3]=1[NH:19][C:20]([NH:22][C:23]1[CH:28]=[CH:27][CH:26]=[C:25]([C:29]([F:31])([F:30])[F:32])[CH:24]=1)=[O:21]. (10) Given the reactants [Cl:1][C:2]1[CH:3]=[C:4](/[CH:9]=[CH:10]/[C:11]([N:13]2[CH2:19][CH2:18][C:17](=[O:20])[NH:16][CH2:15][CH2:14]2)=[O:12])[CH:5]=[CH:6][C:7]=1[Cl:8].Cl[CH2:22][CH2:23][CH2:24][N:25]1[CH2:30][CH2:29][CH2:28][CH2:27][CH2:26]1, predict the reaction product. The product is: [Cl:1][C:2]1[CH:3]=[C:4](/[CH:9]=[CH:10]/[C:11]([N:13]2[CH2:19][CH2:18][C:17](=[O:20])[N:16]([CH2:22][CH2:23][CH2:24][N:25]3[CH2:30][CH2:29][CH2:28][CH2:27][CH2:26]3)[CH2:15][CH2:14]2)=[O:12])[CH:5]=[CH:6][C:7]=1[Cl:8].